Dataset: Forward reaction prediction with 1.9M reactions from USPTO patents (1976-2016). Task: Predict the product of the given reaction. (1) Given the reactants [CH2:1]([C@@H:8]1[NH:13][CH2:12][CH2:11][N:10]([CH2:14][C:15]2[CH:20]=[CH:19][C:18]([C:21]3[CH:26]=[CH:25][CH:24]=[CH:23][C:22]=3[Cl:27])=[CH:17][CH:16]=2)[CH2:9]1)[C:2]1[CH:7]=[CH:6][CH:5]=[CH:4][CH:3]=1.[C:28]1([N:34]=[C:35]=[O:36])[CH:33]=[CH:32][CH:31]=[CH:30][CH:29]=1, predict the reaction product. The product is: [C:28]1([NH:34][C:35]([N:13]2[CH2:12][CH2:11][N:10]([CH2:14][C:15]3[CH:20]=[CH:19][C:18]([C:21]4[CH:26]=[CH:25][CH:24]=[CH:23][C:22]=4[Cl:27])=[CH:17][CH:16]=3)[CH2:9][C@@H:8]2[CH2:1][C:2]2[CH:3]=[CH:4][CH:5]=[CH:6][CH:7]=2)=[O:36])[CH:33]=[CH:32][CH:31]=[CH:30][CH:29]=1. (2) Given the reactants [C:1]([NH:4][CH2:5][C@H:6]1[C@@H:10]2[CH2:11][C:12]3[CH:13]=[C:14]([C:18]4[CH2:23][CH2:22][N:21](C(OC(C)(C)C)=O)[CH2:20][CH:19]=4)[CH:15]=[CH:16][C:17]=3[N:9]2[C:8](=[O:31])[O:7]1)(=[O:3])[CH3:2].[C:32]([OH:38])([C:34]([F:37])([F:36])[F:35])=[O:33], predict the reaction product. The product is: [F:35][C:34]([F:37])([F:36])[C:32]([OH:38])=[O:33].[O:31]=[C:8]1[N:9]2[C:17]3[CH:16]=[CH:15][C:14]([C:18]4[CH2:23][CH2:22][NH:21][CH2:20][CH:19]=4)=[CH:13][C:12]=3[CH2:11][C@H:10]2[C@H:6]([CH2:5][NH:4][C:1](=[O:3])[CH3:2])[O:7]1. (3) Given the reactants [H-].[Al+3].[Li+].[H-].[H-].[H-].C(O[C:12]([N:14]1[CH2:19][CH2:18][NH:17][CH2:16][C@H:15]1[C:20](O)=[O:21])=O)(C)(C)C.O.[OH-].[Na+], predict the reaction product. The product is: [CH3:12][N:14]1[CH2:19][CH2:18][NH:17][CH2:16][C@H:15]1[CH2:20][OH:21]. (4) Given the reactants C([BH-](CC)CC)C.[Li+].[Si:9]([O:26][CH2:27][C@@H:28]1[CH2:32][CH2:31][C:30](=O)[N:29]1[C:34]([O:36][C:37]([CH3:40])([CH3:39])[CH3:38])=[O:35])([C:22]([CH3:25])([CH3:24])[CH3:23])([C:16]1[CH:21]=[CH:20][CH:19]=[CH:18][CH:17]=1)[C:10]1[CH:15]=[CH:14][CH:13]=[CH:12][CH:11]=1.CCN(C(C)C)C(C)C.O(S(C(F)(F)F)(=O)=O)S(C(F)(F)F)(=O)=O, predict the reaction product. The product is: [Si:9]([O:26][CH2:27][C@@H:28]1[CH2:32][CH:31]=[CH:30][N:29]1[C:34]([O:36][C:37]([CH3:40])([CH3:39])[CH3:38])=[O:35])([C:22]([CH3:24])([CH3:25])[CH3:23])([C:16]1[CH:21]=[CH:20][CH:19]=[CH:18][CH:17]=1)[C:10]1[CH:15]=[CH:14][CH:13]=[CH:12][CH:11]=1.